From a dataset of NCI-60 drug combinations with 297,098 pairs across 59 cell lines. Regression. Given two drug SMILES strings and cell line genomic features, predict the synergy score measuring deviation from expected non-interaction effect. (1) Drug 1: C1CC(C1)(C(=O)O)C(=O)O.[NH2-].[NH2-].[Pt+2]. Drug 2: C1=CC=C(C(=C1)C(C2=CC=C(C=C2)Cl)C(Cl)Cl)Cl. Cell line: EKVX. Synergy scores: CSS=-2.73, Synergy_ZIP=0.773, Synergy_Bliss=-0.176, Synergy_Loewe=-2.27, Synergy_HSA=-2.36. (2) Drug 1: CC(C)CN1C=NC2=C1C3=CC=CC=C3N=C2N. Drug 2: CCC1(C2=C(COC1=O)C(=O)N3CC4=CC5=C(C=CC(=C5CN(C)C)O)N=C4C3=C2)O.Cl. Cell line: M14. Synergy scores: CSS=26.5, Synergy_ZIP=-5.81, Synergy_Bliss=-2.46, Synergy_Loewe=-15.6, Synergy_HSA=-4.09.